Dataset: Forward reaction prediction with 1.9M reactions from USPTO patents (1976-2016). Task: Predict the product of the given reaction. Given the reactants C([O:4][CH2:5][C:6]1[C:11]([N+:12]([O-:14])=[O:13])=[CH:10][CH:9]=[CH:8][C:7]=1[Br:15])(=O)C.O.[OH-].[Li+].N1C=CN=C1.[C:24]([Si:28]([CH3:31])([CH3:30])Cl)([CH3:27])([CH3:26])[CH3:25], predict the reaction product. The product is: [Br:15][C:7]1[CH:8]=[CH:9][CH:10]=[C:11]([N+:12]([O-:14])=[O:13])[C:6]=1[CH2:5][O:4][Si:28]([C:24]([CH3:27])([CH3:26])[CH3:25])([CH3:31])[CH3:30].